From a dataset of Catalyst prediction with 721,799 reactions and 888 catalyst types from USPTO. Predict which catalyst facilitates the given reaction. (1) Reactant: [CH2:1]([N:8]1[C:15]2[CH:16]=[C:17](Br)[CH:18]=[CH:19][C:14]=2[O:13][C:10]2([CH2:12][CH2:11]2)[CH2:9]1)[C:2]1[CH:7]=[CH:6][CH:5]=[CH:4][CH:3]=1.[Li]CCCC.[Br:26][C:27]1[CH:28]=[CH:29][C:30]([Cl:35])=[C:31]([CH:34]=1)[CH:32]=[O:33]. Product: [CH2:1]([N:8]1[C:15]2[CH:16]=[C:17]([CH:32]([C:31]3[CH:34]=[C:27]([Br:26])[CH:28]=[CH:29][C:30]=3[Cl:35])[OH:33])[CH:18]=[CH:19][C:14]=2[O:13][C:10]2([CH2:12][CH2:11]2)[CH2:9]1)[C:2]1[CH:3]=[CH:4][CH:5]=[CH:6][CH:7]=1. The catalyst class is: 1. (2) Reactant: C(O)(=O)C.O.[Br:6][C:7]1[CH:12]=[C:11]([O:13][C:14]2[CH:19]=[CH:18][CH:17]=[C:16]([O:20][CH3:21])[CH:15]=2)[C:10]([N+:22]([O-])=O)=[CH:9][C:8]=1[F:25]. Product: [Br:6][C:7]1[C:8]([F:25])=[CH:9][C:10]([NH2:22])=[C:11]([O:13][C:14]2[CH:19]=[CH:18][CH:17]=[C:16]([O:20][CH3:21])[CH:15]=2)[CH:12]=1. The catalyst class is: 13.